This data is from Full USPTO retrosynthesis dataset with 1.9M reactions from patents (1976-2016). The task is: Predict the reactants needed to synthesize the given product. (1) Given the product [CH:1]1[CH:2]=[CH:3][C:4]([C:27]([OH:29])=[O:28])=[C:5]([C:7]2[C:8]3[CH:9]=[CH:10][C:11]([OH:12])=[CH:13][C:14]=3[O:15][C:16]3[C:21]=2[CH:20]=[CH:19][C:18]([CH:17]=3)=[O:23])[CH:6]=1, predict the reactants needed to synthesize it. The reactants are: [CH:1]1[CH:6]=[C:5]([C:7]2[C:21]3[C:16](=[C:17](Br)[C:18]([O-:23])=[C:19](Br)[CH:20]=3)[O:15][C:14]3[C:8]=2[CH:9]=[C:10](Br)[C:11]([C:13]=3Br)=[O:12])[C:4]([C:27]([O-:29])=[O:28])=[CH:3][CH:2]=1.[Na+].[Na+].[Na][Na].CC1C(Br)=CC2C(C3C=CC=CC=3C(O)=O)=C3C(=C(Br)C(C(Br)=C3)=O)OC=2C=1Br. (2) The reactants are: Br[C:2]1[CH:3]=[CH:4][C:5]([O:10][C:11]([F:14])([F:13])[F:12])=[C:6]([CH:9]=1)[CH:7]=[O:8].[Cl:15][C:16]1[CH:21]=[CH:20][C:19](B(O)O)=[CH:18][CH:17]=1. Given the product [Cl:15][C:16]1[CH:21]=[CH:20][C:19]([C:2]2[CH:3]=[CH:4][C:5]([O:10][C:11]([F:14])([F:13])[F:12])=[C:6]([CH:7]=[O:8])[CH:9]=2)=[CH:18][CH:17]=1, predict the reactants needed to synthesize it. (3) Given the product [OH:3][C:2]([C:4]([F:7])([F:6])[F:5])=[O:1].[NH2:8][C:9]1[N:10]([CH3:38])[C:11](=[O:37])[C:12]2([N:36]=1)[C:21]1[C:16](=[CH:17][CH:18]=[C:19]([C:22]3[CH:23]=[C:24]([CH:27]=[CH:28][CH:29]=3)[C:25]#[N:26])[CH:20]=1)[S:15](=[O:1])[CH:14]([C:30]1[CH:31]=[CH:32][CH:33]=[CH:34][CH:35]=1)[CH2:13]2, predict the reactants needed to synthesize it. The reactants are: [OH:1][C:2]([C:4]([F:7])([F:6])[F:5])=[O:3].[NH2:8][C:9]1[N:10]([CH3:38])[C:11](=[O:37])[C:12]2([N:36]=1)[C:21]1[C:16](=[CH:17][CH:18]=[C:19]([C:22]3[CH:23]=[C:24]([CH:27]=[CH:28][CH:29]=3)[C:25]#[N:26])[CH:20]=1)[S:15][CH:14]([C:30]1[CH:35]=[CH:34][CH:33]=[CH:32][CH:31]=1)[CH2:13]2. (4) Given the product [CH:5]([C:4]1[CH:7]=[CH:8][C:9]([O:10][CH2:21][C:20]([O:19][CH2:17][CH3:18])=[O:23])=[C:2]([OH:1])[CH:3]=1)=[O:6], predict the reactants needed to synthesize it. The reactants are: [OH:1][C:2]1[CH:3]=[C:4]([CH:7]=[CH:8][C:9]=1[OH:10])[CH:5]=[O:6].C([O-])([O-])=O.[K+].[K+].[CH2:17]([O:19][C:20](=[O:23])[CH2:21]Br)[CH3:18].C(O)C. (5) Given the product [N+:1]([C:4]1[CH:12]=[CH:11][CH:10]=[C:9]([C:8]([NH2:7])=[O:13])[C:5]=1[C:6]([OH:14])=[O:15])([O-:3])=[O:2], predict the reactants needed to synthesize it. The reactants are: [N+:1]([C:4]1[CH:12]=[CH:11][CH:10]=[C:9]2[C:5]=1[C:6](=[O:14])[NH:7][C:8]2=[O:13])([O-:3])=[O:2].[OH-:15].[Na+].Cl. (6) Given the product [I:12][C:6]1[C:5]2[C:9](=[CH:10][CH:11]=[C:3]([O:2][CH3:1])[CH:4]=2)[NH:8][N:7]=1, predict the reactants needed to synthesize it. The reactants are: [CH3:1][O:2][C:3]1[CH:4]=[C:5]2[C:9](=[CH:10][CH:11]=1)[NH:8][N:7]=[CH:6]2.[I:12]I.[OH-].[K+].S(=O)(O)[O-].[Na+]. (7) Given the product [Cl:1][C:2]1[C:3]([O:12][CH:14]([CH3:16])[CH3:15])=[N:4][CH:5]=[C:6]([CH:11]=1)[C:7]([O:9][CH3:10])=[O:8], predict the reactants needed to synthesize it. The reactants are: [Cl:1][C:2]1[C:3]([OH:12])=[N:4][CH:5]=[C:6]([CH:11]=1)[C:7]([O:9][CH3:10])=[O:8].I[CH:14]([CH3:16])[CH3:15].CCOC(C)=O.CCCCCCC.